This data is from Forward reaction prediction with 1.9M reactions from USPTO patents (1976-2016). The task is: Predict the product of the given reaction. (1) Given the reactants [OH:1][C:2]1[CH:7]=[CH:6][C:5]([CH:8]([C:35]2[CH:40]=[CH:39][C:38]([OH:41])=[CH:37][CH:36]=2)[CH2:9][NH:10][C:11]2[N:19]=[C:18]([Cl:20])[N:17]=[C:16]3[C:12]=2[N:13]=[CH:14][N:15]3[C@@H:21]2[CH2:25][C@H:24]([N:26]3[N:30]=[N:29][C:28]([CH2:31][CH3:32])=[N:27]3)[C@@H:23]([OH:33])[C@H:22]2[OH:34])=[CH:4][CH:3]=1.FC(F)(F)C(O)=O.C1(C(C2C=CC=CC=2)CN[C:58]2[N:66]=[C:65](NCCN3CCCCC3)N=[C:63]3[C:59]=2N=C[N:62]3[C@@H:76]2[CH2:80][C@H:79](N3C=C(CO)C=N3)[C@@H:78](O)[C@H]2O)C=CC=CC=1.N1([C@@H]2CCNC2)CCCC1, predict the reaction product. The product is: [ClH:20].[N:62]1([C@@H:63]2[CH2:59][CH2:58][N:66]([C:18]3[N:17]=[C:16]4[C:12]([N:13]=[CH:14][N:15]4[C@@H:21]4[CH2:25][C@H:24]([N:26]5[N:30]=[N:29][C:28]([CH2:31][CH3:32])=[N:27]5)[C@@H:23]([OH:33])[C@H:22]4[OH:34])=[C:11]([NH:10][CH2:9][CH:8]([C:35]4[CH:36]=[CH:37][C:38]([OH:41])=[CH:39][CH:40]=4)[C:5]4[CH:6]=[CH:7][C:2]([OH:1])=[CH:3][CH:4]=4)[N:19]=3)[CH2:65]2)[CH2:76][CH2:80][CH2:79][CH2:78]1. (2) Given the reactants I.[S:2]1[C:6]2[CH2:7][C:8]3[CH:9]=[CH:10][CH:11]=[CH:12][C:13]=3[C:5]=2[N:4]=[C:3]1[NH2:14].[F:15][C:16]1[CH:24]=[CH:23][C:19]([C:20](Cl)=[O:21])=[CH:18][CH:17]=1, predict the reaction product. The product is: [F:15][C:16]1[CH:24]=[CH:23][C:19]([C:20]([NH:14][C:3]2[S:2][C:6]3[CH2:7][C:8]4[CH:9]=[CH:10][CH:11]=[CH:12][C:13]=4[C:5]=3[N:4]=2)=[O:21])=[CH:18][CH:17]=1. (3) The product is: [F:29][C:26]([F:27])([F:28])[C:24]1[CH:23]=[C:22]([C:30]2[CH:31]=[CH:32][C:33]([C:36]([F:39])([F:38])[F:37])=[CH:34][CH:35]=2)[N:21]=[C:20]([C:16]2[CH:15]=[C:14]([C:10]3[CH:11]=[CH:12][CH:13]=[C:8]([S:5]([OH:7])(=[O:6])=[O:4])[CH:9]=3)[CH:19]=[CH:18][CH:17]=2)[N:25]=1. Given the reactants CC(C)(C)C[O:4][S:5]([C:8]1[CH:9]=[C:10]([C:14]2[CH:19]=[CH:18][CH:17]=[C:16]([C:20]3[N:25]=[C:24]([C:26]([F:29])([F:28])[F:27])[CH:23]=[C:22]([C:30]4[CH:35]=[CH:34][C:33]([C:36]([F:39])([F:38])[F:37])=[CH:32][CH:31]=4)[N:21]=3)[CH:15]=2)[CH:11]=[CH:12][CH:13]=1)(=[O:7])=[O:6].C([O-])CC.[Na+].C(N(CC)CCS)C, predict the reaction product. (4) Given the reactants [C:1]([CH2:4][O:5][C:6]1[CH:11]=[CH:10][C:9]([C:12]2[C:13]3[NH:17][C:16]([CH:18]=[C:19]4[N:54]=[C:22]([C:23]([CH:35]([CH2:45][CH2:46][O:47][P:48]([O:52]C)([O:50]C)=[O:49])[CH2:36][CH2:37][O:38][P:39]([O:43]C)([O:41]C)=[O:40])=[C:24]5[NH:34][C:27](=[CH:28][C:29]6[CH:30]=[CH:31][C:32]=2[N:33]=6)[CH:26]=[CH:25]5)[CH:21]=[CH:20]4)=[CH:15][CH:14]=3)=[CH:8][CH:7]=1)([OH:3])=[O:2].[Si](Br)(C)(C)C, predict the reaction product. The product is: [C:1]([CH2:4][O:5][C:6]1[CH:7]=[CH:8][C:9]([C:12]2[C:13]3[NH:17][C:16]([CH:18]=[C:19]4[N:54]=[C:22]([C:23]([CH:35]([CH2:36][CH2:37][O:38][P:39]([OH:43])([OH:41])=[O:40])[CH2:45][CH2:46][O:47][P:48]([OH:52])([OH:50])=[O:49])=[C:24]5[NH:34][C:27](=[CH:28][C:29]6[CH:30]=[CH:31][C:32]=2[N:33]=6)[CH:26]=[CH:25]5)[CH:21]=[CH:20]4)=[CH:15][CH:14]=3)=[CH:10][CH:11]=1)([OH:3])=[O:2]. (5) Given the reactants [CH3:1][O:2][C:3]1[C:23]([O:24][CH3:25])=[C:22]([O:26][CH3:27])[CH:21]=[CH:20][C:4]=1[CH2:5][CH:6]1[C:15]2[C:10](=[CH:11][C:12]([O:18][CH3:19])=[C:13]([O:16][CH3:17])[CH:14]=2)[CH2:9][CH2:8][NH:7]1.Br[CH2:29][C:30](Br)=[O:31].[CH2:33]([O:35][C:36]1[CH:43]=[CH:42][CH:41]=[CH:40][C:37]=1[CH2:38][NH2:39])[CH3:34], predict the reaction product. The product is: [CH3:1][O:2][C:3]1[C:23]([O:24][CH3:25])=[C:22]([O:26][CH3:27])[CH:21]=[CH:20][C:4]=1[CH2:5][CH:6]1[C:15]2[C:10](=[CH:11][C:12]([O:18][CH3:19])=[C:13]([O:16][CH3:17])[CH:14]=2)[CH2:9][CH2:8][N:7]1[CH2:29][C:30]([NH:39][CH2:38][C:37]1[CH:40]=[CH:41][CH:42]=[CH:43][C:36]=1[O:35][CH2:33][CH3:34])=[O:31]. (6) Given the reactants [Cl:1][C:2]1[N:7]=[C:6](Cl)[CH:5]=[CH:4][N:3]=1.C(=O)([O-])[O-].[Na+].[Na+].CC(O)(/C=C/B1O[C:23](C)([CH3:25])[C:22]([CH3:28])([CH3:27])[O:21]1)C, predict the reaction product. The product is: [Cl:1][C:2]1[N:7]=[C:6](/[CH:25]=[CH:23]/[C:22]([CH3:28])([OH:21])[CH3:27])[CH:5]=[CH:4][N:3]=1. (7) The product is: [Cl:20][C:15]1[CH:14]=[C:13]([CH:18]=[CH:17][C:16]=1[Cl:19])[O:12][CH:9]1[CH2:8][CH2:7][N:6]([CH2:5][CH:4]([OH:21])[CH2:3][CH2:2][NH:1][C:32]([C:30]2[CH:29]=[CH:28][C:26]3[NH:27][C:23](=[O:22])[S:24][C:25]=3[CH:31]=2)=[O:33])[CH2:11][CH2:10]1. Given the reactants [NH2:1][CH2:2][CH2:3][CH:4]([OH:21])[CH2:5][N:6]1[CH2:11][CH2:10][CH:9]([O:12][C:13]2[CH:18]=[CH:17][C:16]([Cl:19])=[C:15]([Cl:20])[CH:14]=2)[CH2:8][CH2:7]1.[O:22]=[C:23]1[NH:27][C:26]2[CH:28]=[CH:29][C:30]([C:32](O)=[O:33])=[CH:31][C:25]=2[S:24]1, predict the reaction product. (8) Given the reactants [F:1][C:2]([F:7])([F:6])[C:3]([OH:5])=[O:4].[C:8]([C@@H:11]1[CH2:15][C:14]([F:17])([F:16])[CH2:13][N:12]1C(OC(C)(C)C)=O)(=[O:10])[NH2:9], predict the reaction product. The product is: [F:1][C:2]([F:7])([F:6])[C:3]([OH:5])=[O:4].[F:16][C:14]1([F:17])[CH2:13][NH:12][C@H:11]([C:8]([NH2:9])=[O:10])[CH2:15]1. (9) Given the reactants Br[CH2:2][C:3]1[CH:8]=[CH:7][C:6]([O:9][C:10]([F:13])([F:12])[F:11])=[CH:5][CH:4]=1.C[O:15][C:16](=[O:35])[CH2:17][O:18][C:19]1[CH:24]=[CH:23][C:22]([S:25][CH2:26][C:27]2[CH:32]=[CH:31][C:30]([OH:33])=[CH:29][CH:28]=2)=[CH:21][C:20]=1[CH3:34], predict the reaction product. The product is: [CH3:34][C:20]1[CH:21]=[C:22]([S:25][CH2:26][C:27]2[CH:28]=[CH:29][C:30]([O:33][CH2:2][C:3]3[CH:8]=[CH:7][C:6]([O:9][C:10]([F:13])([F:12])[F:11])=[CH:5][CH:4]=3)=[CH:31][CH:32]=2)[CH:23]=[CH:24][C:19]=1[O:18][CH2:17][C:16]([OH:35])=[O:15]. (10) Given the reactants [Cl:1][C:2]1[CH:3]=[N:4][C:5]2[C:10]([C:11]=1[N:12]1[CH2:17][CH2:16][CH:15]([CH2:18][CH2:19][NH2:20])[CH2:14][CH2:13]1)=[CH:9][C:8]([O:21][CH3:22])=[CH:7][CH:6]=2.[O-]S([O-])(=O)=O.[Na+].[Na+].[O:30]=[C:31]1[NH:36][C:35]2[N:37]=[C:38]([CH:41]=O)[CH:39]=[CH:40][C:34]=2[S:33][CH2:32]1.[BH4-].[Na+], predict the reaction product. The product is: [Cl:1][C:2]1[CH:3]=[N:4][C:5]2[C:10]([C:11]=1[N:12]1[CH2:13][CH2:14][CH:15]([CH2:18][CH2:19][NH:20][CH2:41][C:38]3[CH:39]=[CH:40][C:34]4[S:33][CH2:32][C:31](=[O:30])[NH:36][C:35]=4[N:37]=3)[CH2:16][CH2:17]1)=[CH:9][C:8]([O:21][CH3:22])=[CH:7][CH:6]=2.